Dataset: Reaction yield outcomes from USPTO patents with 853,638 reactions. Task: Predict the reaction yield, written as a fraction of the theoretical maximum amount of product (1.0 means a 100% yield; for example, 0.34 means a 34% yield). The reactants are [CH2:1]([NH:3][C:4]([NH:6][C:7]1[N:12]=[CH:11][C:10]([C:13]2[C:14]([O:25][CH:26]3[CH2:31][CH2:30][N:29](C(OC(C)(C)C)=O)[CH2:28][CH2:27]3)=[N:15][CH:16]=[C:17]([C:19]3[O:20][C:21](=[O:24])[NH:22][N:23]=3)[CH:18]=2)=[C:9]([C:39]2[S:40][CH:41]=[C:42]([C:44]([F:47])([F:46])[F:45])[N:43]=2)[CH:8]=1)=[O:5])[CH3:2].FC(F)(F)C(O)=O. The catalyst is ClCCl. The product is [CH2:1]([NH:3][C:4]([NH:6][C:7]1[N:12]=[CH:11][C:10]([C:13]2[C:14]([O:25][CH:26]3[CH2:27][CH2:28][NH:29][CH2:30][CH2:31]3)=[N:15][CH:16]=[C:17]([C:19]3[O:20][C:21](=[O:24])[NH:22][N:23]=3)[CH:18]=2)=[C:9]([C:39]2[S:40][CH:41]=[C:42]([C:44]([F:46])([F:47])[F:45])[N:43]=2)[CH:8]=1)=[O:5])[CH3:2]. The yield is 0.310.